This data is from Peptide-MHC class I binding affinity with 185,985 pairs from IEDB/IMGT. The task is: Regression. Given a peptide amino acid sequence and an MHC pseudo amino acid sequence, predict their binding affinity value. This is MHC class I binding data. (1) The MHC is H-2-Kk with pseudo-sequence H-2-Kk. The binding affinity (normalized) is 0.0929. The peptide sequence is AENLWVTVY. (2) The peptide sequence is MTYKAAVL. The MHC is HLA-B07:02 with pseudo-sequence HLA-B07:02. The binding affinity (normalized) is 0. (3) The peptide sequence is MIAAYTAAL. The MHC is HLA-A68:02 with pseudo-sequence HLA-A68:02. The binding affinity (normalized) is 0.753. (4) The peptide sequence is GTITGGVCYY. The MHC is HLA-A11:01 with pseudo-sequence HLA-A11:01. The binding affinity (normalized) is 0.741.